Dataset: Full USPTO retrosynthesis dataset with 1.9M reactions from patents (1976-2016). Task: Predict the reactants needed to synthesize the given product. Given the product [N+:3]([C:6]1[CH:7]=[C:8]([C:12]([OH:17])=[O:1])[N:9]([CH3:11])[CH:10]=1)([O-:5])=[O:4], predict the reactants needed to synthesize it. The reactants are: [OH-:1].[Na+].[N+:3]([C:6]1[CH:7]=[C:8]([C:12](=[O:17])C(Cl)(Cl)Cl)[N:9]([CH3:11])[CH:10]=1)([O-:5])=[O:4].